This data is from Full USPTO retrosynthesis dataset with 1.9M reactions from patents (1976-2016). The task is: Predict the reactants needed to synthesize the given product. (1) Given the product [S:16]1[C:20]2[CH:21]=[CH:22][C:23]([NH:25][C:2]3[C:11]4[C:6](=[CH:7][CH:8]=[C:9]([S:12]([CH3:15])(=[O:14])=[O:13])[CH:10]=4)[N:5]=[CH:4][CH:3]=3)=[CH:24][C:19]=2[N:18]=[CH:17]1, predict the reactants needed to synthesize it. The reactants are: Cl[C:2]1[C:11]2[C:6](=[CH:7][CH:8]=[C:9]([S:12]([CH3:15])(=[O:14])=[O:13])[CH:10]=2)[N:5]=[CH:4][CH:3]=1.[S:16]1[C:20]2[CH:21]=[CH:22][C:23]([NH2:25])=[CH:24][C:19]=2[N:18]=[CH:17]1.S(=O)(=O)(O)O.C(O)C. (2) Given the product [F:1][C:2]1[C:3]([NH:25][C@@H:26]2[CH2:31][CH2:30][CH2:29][N:28]([C:32](=[O:35])[CH:33]=[CH2:34])[CH2:27]2)=[N:4][C:5]([NH:8][C:9]2[CH:10]=[C:11]3[C:15](=[CH:16][CH:17]=2)[CH2:14][N:13]([CH:18]2[CH2:19][O:37][CH2:36]2)[CH2:12]3)=[N:6][CH:7]=1, predict the reactants needed to synthesize it. The reactants are: [F:1][C:2]1[C:3]([NH:25][C@@H:26]2[CH2:31][CH2:30][CH2:29][N:28]([C:32](=[O:35])[CH:33]=[CH2:34])[CH2:27]2)=[N:4][C:5]([NH:8][C:9]2[CH:10]=[C:11]3[C:15](=[CH:16][CH:17]=2)[CH2:14][N:13]([CH2:18][CH:19]2CCNCC2)[CH2:12]3)=[N:6][CH:7]=1.[CH2:36]=[O:37].[BH3-]C#N.[Na+]. (3) Given the product [CH:1]1([NH:5][CH2:8][CH2:7][C:6]#[N:9])[CH2:4][CH2:3][CH2:2]1, predict the reactants needed to synthesize it. The reactants are: [CH:1]1([NH2:5])[CH2:4][CH2:3][CH2:2]1.[C:6](#[N:9])[CH:7]=[CH2:8]. (4) Given the product [CH:37]1([C:15]2[C:10]([C:8]([NH:7][C@H:3]3[CH2:4][CH2:5][CH2:6][C@:2]3([CH3:1])[NH:21][C:22]3[CH:27]=[N:26][C:25]([C:28]([F:29])([F:31])[F:30])=[CH:24][N:23]=3)=[O:9])=[N:11][CH:12]=[CH:13][CH:14]=2)[CH2:33][CH2:32]1, predict the reactants needed to synthesize it. The reactants are: [CH3:1][C@:2]1([NH:21][C:22]2[CH:27]=[N:26][C:25]([C:28]([F:31])([F:30])[F:29])=[CH:24][N:23]=2)[CH2:6][CH2:5][CH2:4][C@@H:3]1[NH:7][C:8]([C:10]1[C:15](N2N=CC=N2)=[CH:14][CH:13]=[CH:12][N:11]=1)=[O:9].[CH3:32][C@:33]1(NC2C=NC(C(F)(F)F)=CN=2)[CH2:37]CC[C@@H]1N.C1(C2C(C(O)=O)=NC=CC=2)CC1.C(N(CC)CC)C. (5) The reactants are: Br[C:2]1[CH:7]=[C:6]([CH2:8][CH3:9])[CH:5]=[CH:4][C:3]=1[O:10][CH3:11].[C:12]1([OH:18])[CH:17]=[CH:16][CH:15]=[CH:14][CH:13]=1.C(=O)([O-])[O-].[Cs+].[Cs+].CC(C)(C(=O)CC(=O)C(C)(C)C)C. Given the product [CH2:8]([C:6]1[CH:5]=[CH:4][C:3]([O:10][CH3:11])=[C:2]([O:18][C:12]2[CH:17]=[CH:16][CH:15]=[CH:14][CH:13]=2)[CH:7]=1)[CH3:9], predict the reactants needed to synthesize it. (6) Given the product [F:12][C:13]1[CH:18]=[C:17]([N+:19]([O-:21])=[O:20])[CH:16]=[CH:15][C:14]=1[N:22]1[CH2:27][CH2:26][N:25]([CH2:2][C:3](=[O:5])[CH3:4])[CH2:24][CH2:23]1, predict the reactants needed to synthesize it. The reactants are: Br[CH2:2][C:3](=[O:5])[CH3:4].C(=O)([O-])[O-].[K+].[K+].[F:12][C:13]1[CH:18]=[C:17]([N+:19]([O-:21])=[O:20])[CH:16]=[CH:15][C:14]=1[N:22]1[CH2:27][CH2:26][NH:25][CH2:24][CH2:23]1. (7) Given the product [CH2:7]([O:9][CH:10]([N:12]1[C:16]2[S:17][C:18]([C:20]([OH:22])=[O:21])=[CH:19][C:15]=2[C:14](/[CH:25]=[CH:26]/[C:27]2[CH:28]=[CH:29][CH:30]=[CH:31][CH:32]=2)=[N:13]1)[CH3:11])[CH3:8], predict the reactants needed to synthesize it. The reactants are: C(O)C.O.[OH-].[K+].[CH2:7]([O:9][CH:10]([N:12]1[C:16]2[S:17][C:18]([C:20]([O:22]CC)=[O:21])=[CH:19][C:15]=2[C:14](/[CH:25]=[CH:26]/[C:27]2[CH:32]=[CH:31][CH:30]=[CH:29][CH:28]=2)=[N:13]1)[CH3:11])[CH3:8]. (8) Given the product [C:1]([O:5][C:6](=[O:20])[C:7]([S:10][C:11]1[S:12][CH:13]=[C:14]([C:16](=[O:19])[CH2:17][O:34][C:31]2[CH:30]=[CH:29][C:28]([C:25]3[CH:26]=[CH:27][C:22]([Cl:21])=[CH:23][CH:24]=3)=[CH:33][CH:32]=2)[N:15]=1)([CH3:9])[CH3:8])([CH3:4])([CH3:3])[CH3:2], predict the reactants needed to synthesize it. The reactants are: [C:1]([O:5][C:6](=[O:20])[C:7]([S:10][C:11]1[S:12][CH:13]=[C:14]([C:16](=[O:19])[CH2:17]Cl)[N:15]=1)([CH3:9])[CH3:8])([CH3:4])([CH3:3])[CH3:2].[Cl:21][C:22]1[CH:27]=[CH:26][C:25]([C:28]2[CH:33]=[CH:32][C:31]([OH:34])=[CH:30][CH:29]=2)=[CH:24][CH:23]=1. (9) Given the product [Br:18][C:4]1[CH:5]=[C:6]([CH:9]=[CH:10][C:3]=1[CH2:1][CH3:2])[CH:7]=[O:8], predict the reactants needed to synthesize it. The reactants are: [CH2:1]([C:3]1[CH:10]=[CH:9][C:6]([CH:7]=[O:8])=[CH:5][CH:4]=1)[CH3:2].C1C(=O)N([Br:18])C(=O)C1. (10) Given the product [CH3:1][O:2][C:3]([N:5]1[C:11]2[CH:12]=[CH:13][C:14]([NH:16][C:18]3[N:23]=[C:22]([NH:24][C:25]4[C:26]([C:27](=[O:28])[NH:29][CH2:30][C:31]#[CH:32])=[CH:33][CH:34]=[CH:35][C:36]=4[F:37])[C:21]([Cl:38])=[CH:20][N:19]=3)=[CH:15][C:10]=2[O:9][CH2:8][CH2:7][CH2:6]1)=[O:4], predict the reactants needed to synthesize it. The reactants are: [CH3:1][O:2][C:3]([N:5]1[C:11]2[CH:12]=[CH:13][C:14]([NH2:16])=[CH:15][C:10]=2[O:9][CH2:8][CH2:7][CH2:6]1)=[O:4].Cl[C:18]1[N:23]=[C:22]([NH:24][C:25]2[C:36]([F:37])=[CH:35][CH:34]=[CH:33][C:26]=2[C:27]([NH:29][CH2:30][C:31]#[CH:32])=[O:28])[C:21]([Cl:38])=[CH:20][N:19]=1.